Dataset: Catalyst prediction with 721,799 reactions and 888 catalyst types from USPTO. Task: Predict which catalyst facilitates the given reaction. Reactant: [O:1]([C:8]1[CH:20]=[CH:19][C:11]([C:12]([O:14]C(C)(C)C)=[O:13])=[C:10]([NH:21][C:22]([C:24]2[CH:25]=[N:26][C:27]([N:30]3[CH2:35][CH2:34][CH2:33][CH2:32][CH2:31]3)=[CH:28][CH:29]=2)=[O:23])[CH:9]=1)[C:2]1[CH:7]=[CH:6][CH:5]=[CH:4][CH:3]=1. Product: [O:1]([C:8]1[CH:20]=[CH:19][C:11]([C:12]([OH:14])=[O:13])=[C:10]([NH:21][C:22]([C:24]2[CH:25]=[N:26][C:27]([N:30]3[CH2:31][CH2:32][CH2:33][CH2:34][CH2:35]3)=[CH:28][CH:29]=2)=[O:23])[CH:9]=1)[C:2]1[CH:7]=[CH:6][CH:5]=[CH:4][CH:3]=1. The catalyst class is: 55.